Task: Predict the reaction yield, written as a fraction of the theoretical maximum amount of product (1.0 means a 100% yield; for example, 0.34 means a 34% yield).. Dataset: Reaction yield outcomes from USPTO patents with 853,638 reactions (1) The reactants are [CH:1]1([N:6]2[C:11]3[N:12]=[C:13](S(C)=O)[N:14]=[CH:15][C:10]=3[CH:9]=[C:8]([CH2:19][O:20][C:21](=[O:23])[CH3:22])[C:7]2=[O:24])[CH2:5][CH2:4][CH2:3][CH2:2]1.[C:25]([O:29][C:30]([N:32]1[CH2:37][CH2:36][N:35]([C:38]2[CH:39]=[N:40][C:41]([NH2:44])=[CH:42][CH:43]=2)[CH2:34][CH2:33]1)=[O:31])([CH3:28])([CH3:27])[CH3:26]. The catalyst is C1(C)C=CC=CC=1. The product is [C:25]([O:29][C:30]([N:32]1[CH2:37][CH2:36][N:35]([C:38]2[CH:39]=[N:40][C:41]([NH:44][C:13]3[N:14]=[CH:15][C:10]4[CH:9]=[C:8]([CH2:19][O:20][C:21](=[O:23])[CH3:22])[C:7](=[O:24])[N:6]([CH:1]5[CH2:5][CH2:4][CH2:3][CH2:2]5)[C:11]=4[N:12]=3)=[CH:42][CH:43]=2)[CH2:34][CH2:33]1)=[O:31])([CH3:28])([CH3:26])[CH3:27]. The yield is 0.165. (2) The reactants are [Cl:1][C:2]1[CH:7]=[C:6]([Cl:8])[CH:5]=[CH:4][C:3]=1[C:9]1[N:10]=[C:11](/[CH:14]=[CH:15]/[C:16]2[CH:21]=[CH:20][C:19]([C:22]3[CH:27]=[CH:26][C:25]([O:28][CH3:29])=[CH:24][CH:23]=3)=[CH:18][CH:17]=2)[NH:12][CH:13]=1.Br[CH2:31][C:32]([O:34]C)=[O:33]. No catalyst specified. The product is [Cl:1][C:2]1[CH:7]=[C:6]([Cl:8])[CH:5]=[CH:4][C:3]=1[C:9]1[N:10]=[C:11](/[CH:14]=[CH:15]/[C:16]2[CH:21]=[CH:20][C:19]([C:22]3[CH:23]=[CH:24][C:25]([O:28][CH3:29])=[CH:26][CH:27]=3)=[CH:18][CH:17]=2)[N:12]([CH2:31][C:32]([OH:34])=[O:33])[CH:13]=1. The yield is 0.560. (3) The reactants are [F:1][C:2]1[CH:10]=[C:9]2[C:5]([C:6]([C:20]3[CH:21]=[N:22][NH:23][CH:24]=3)=[CH:7][N:8]2[S:11]([C:14]2[CH:19]=[CH:18][CH:17]=[CH:16][CH:15]=2)(=[O:13])=[O:12])=[CH:4][CH:3]=1.I[CH:26]1[CH2:29][N:28]([C:30]([O:32][C:33]([CH3:36])([CH3:35])[CH3:34])=[O:31])[CH2:27]1. No catalyst specified. The product is [F:1][C:2]1[CH:10]=[C:9]2[C:5]([C:6]([C:20]3[CH:24]=[N:23][N:22]([CH:26]4[CH2:27][N:28]([C:30]([O:32][C:33]([CH3:36])([CH3:35])[CH3:34])=[O:31])[CH2:29]4)[CH:21]=3)=[CH:7][N:8]2[S:11]([C:14]2[CH:15]=[CH:16][CH:17]=[CH:18][CH:19]=2)(=[O:12])=[O:13])=[CH:4][CH:3]=1. The yield is 1.00. (4) The reactants are [Br:1][CH2:2][CH2:3][CH3:4].[Mg].I[C:7]1[CH:12]=[CH:11][C:10](Br)=[CH:9][CH:8]=1. The catalyst is O1CCCC1.C1C=CC=CC=1.O.[Pd].C1(P(C2C=CC=CC=2)C2C=CC=CC=2)C=CC=CC=1.C1(P(C2C=CC=CC=2)C2C=CC=CC=2)C=CC=CC=1.C1(P(C2C=CC=CC=2)C2C=CC=CC=2)C=CC=CC=1.C1(P(C2C=CC=CC=2)C2C=CC=CC=2)C=CC=CC=1. The product is [Br:1][C:2]1[CH:12]=[CH:7][C:8]([CH2:9][CH2:10][CH3:11])=[CH:4][CH:3]=1. The yield is 0.800. (5) The product is [N+:6]([C:9]1[CH:14]=[CH:13][C:12]([O:15][C@H:20]2[CH:19]=[CH:5][C:1]3[C:2](=[CH:5][CH:1]=[CH:2][CH:3]=3)[C@@H:3]2[OH:4])=[CH:11][CH:10]=1)([O-:8])=[O:7]. The yield is 0.940. The reactants are [CH2:1]1[CH2:5][O:4][CH2:3][CH2:2]1.[N+:6]([C:9]1[CH:14]=[CH:13][C:12]([OH:15])=[CH:11][CH:10]=1)([O-:8])=[O:7].C(O[CH2:19][CH3:20])C. No catalyst specified. (6) The reactants are O[C:2]1[CH:7]=[C:6]([O:8][CH3:9])[CH:5]=[CH:4][C:3]=1[C:10]1([CH2:25][OH:26])[C:18]2[C:13](=[CH:14][CH:15]=[CH:16][CH:17]=2)[N:12]([CH2:19][CH2:20][CH2:21][CH2:22][CH3:23])[C:11]1=[O:24].C1(CCN2C3C(=CC=CC=3)C(C3C(O)=CC4OCOC=4C=3)(CO)C2=O)CC1. No catalyst specified. The product is [CH3:9][O:8][C:6]1[CH:5]=[CH:4][C:3]2[C:10]3([CH2:25][O:26][C:2]=2[CH:7]=1)[C:18]1[C:13](=[CH:14][CH:15]=[CH:16][CH:17]=1)[N:12]([CH2:19][CH2:20][CH2:21][CH2:22][CH3:23])[C:11]3=[O:24]. The yield is 0.990. (7) The product is [F:19][C:13]([F:20])([C:2]1[CH:7]=[CH:6][CH:5]=[C:4]([O:8][CH2:9][O:10][CH3:11])[CH:3]=1)[C:14]([O:16][CH2:17][CH3:18])=[O:15]. The catalyst is CS(C)=O.[Cu]. The yield is 0.890. The reactants are I[C:2]1[CH:7]=[CH:6][CH:5]=[C:4]([O:8][CH2:9][O:10][CH3:11])[CH:3]=1.Br[C:13]([F:20])([F:19])[C:14]([O:16][CH2:17][CH3:18])=[O:15]. (8) The reactants are [CH3:1][C:2]1[NH:6][C:5]2[C:7]([C:17]([O:19]C)=[O:18])=[CH:8][C:9]([N:11]3[CH2:16][CH2:15][O:14][CH2:13][CH2:12]3)=[CH:10][C:4]=2[N:3]=1.[CH3:21][C:22]1[CH:29]=[CH:28][C:27]([CH3:30])=[CH:26][C:23]=1[CH2:24]Br.C(=O)([O-])[O-].[K+].[K+].[OH-].[Li+]. The catalyst is CN(C)C=O.O1CCCC1.O. The product is [CH3:21][C:22]1[CH:29]=[CH:28][C:27]([CH3:30])=[CH:26][C:23]=1[CH2:24][N:3]1[C:4]2[CH:10]=[C:9]([N:11]3[CH2:16][CH2:15][O:14][CH2:13][CH2:12]3)[CH:8]=[C:7]([C:17]([OH:19])=[O:18])[C:5]=2[N:6]=[C:2]1[CH3:1]. The yield is 0.350. (9) The reactants are [O:1]=[CH:2][C@@H:3]([C@H:5]([C@@H:7]([CH2:9][OH:10])[OH:8])[OH:6])[OH:4]. The yield is 0.100. The product is [CH2:2]([OH:1])[C@@H:3]([C@H:5]([C@@H:7]([CH2:9][OH:10])[OH:8])[OH:6])[OH:4]. The catalyst is C(O)C.